This data is from Forward reaction prediction with 1.9M reactions from USPTO patents (1976-2016). The task is: Predict the product of the given reaction. The product is: [CH3:2][O:3][N:4]([CH3:20])[C:5]([C@@:7]1([NH:19][S:33]([C:31]2[S:32][C:28]([C:25]3[CH:24]=[C:23]([C:22]([F:21])([F:37])[F:38])[O:27][N:26]=3)=[CH:29][CH:30]=2)(=[O:34])=[O:35])[C@@H:9]([C:10]2[CH:15]=[CH:14][CH:13]=[CH:12][CH:11]=2)[C@H:8]1[CH2:16][O:17][CH3:18])=[O:6]. Given the reactants Cl.[CH3:2][O:3][N:4]([CH3:20])[C:5]([C@@:7]1([NH2:19])[C@@H:9]([C:10]2[CH:15]=[CH:14][CH:13]=[CH:12][CH:11]=2)[C@H:8]1[CH2:16][O:17][CH3:18])=[O:6].[F:21][C:22]([F:38])([F:37])[C:23]1[O:27][N:26]=[C:25]([C:28]2[S:32][C:31]([S:33](Cl)(=[O:35])=[O:34])=[CH:30][CH:29]=2)[CH:24]=1, predict the reaction product.